From a dataset of Full USPTO retrosynthesis dataset with 1.9M reactions from patents (1976-2016). Predict the reactants needed to synthesize the given product. (1) Given the product [Cl:1][C:2]1[CH:3]=[C:4]([CH:29]=[CH:30][C:31]=1[O:32][CH:33]([CH3:34])[CH3:35])[C:5]([NH:7][C@H:8]([CH2:26][CH2:27][OH:28])[CH2:9][C:10]1[CH:15]=[CH:14][C:13]([C:16]2[N:17]=[C:18]([C:22]3([CH3:23])[O:44][CH2:38][CH2:42][O:41]3)[N:19]([CH3:21])[CH:20]=2)=[CH:12][CH:11]=1)=[O:6], predict the reactants needed to synthesize it. The reactants are: [Cl:1][C:2]1[CH:3]=[C:4]([CH:29]=[CH:30][C:31]=1[O:32][CH:33]([CH3:35])[CH3:34])[C:5]([NH:7][C@H:8]([CH2:26][CH2:27][OH:28])[CH2:9][C:10]1[CH:15]=[CH:14][C:13]([C:16]2[N:17]=[C:18]([C:22](=NO)[CH3:23])[N:19]([CH3:21])[CH:20]=2)=[CH:12][CH:11]=1)=[O:6].[BH4-].[Na+].[CH2:38]1[CH2:42][O:41]CC1.C[OH:44]. (2) Given the product [Cl:16][C:13]1[CH:14]=[CH:15][C:10]([CH2:9][NH:8][C:6](=[O:7])[C:5]2[C:17]([CH2:19][CH3:20])=[CH:18][C:2]([N:23]3[CH2:28][CH2:27][O:26][CH2:25][CH2:24]3)=[CH:3][C:4]=2[CH2:21][CH3:22])=[CH:11][CH:12]=1, predict the reactants needed to synthesize it. The reactants are: Br[C:2]1[CH:18]=[C:17]([CH2:19][CH3:20])[C:5]([C:6]([NH:8][CH2:9][C:10]2[CH:15]=[CH:14][C:13]([Cl:16])=[CH:12][CH:11]=2)=[O:7])=[C:4]([CH2:21][CH3:22])[CH:3]=1.[NH:23]1[CH2:28][CH2:27][O:26][CH2:25][CH2:24]1.C(=O)([O-])[O-].[Cs+].[Cs+].C1(P(C2C=CC=CC=2)C2C=CC3C(=CC=CC=3)C=2C2C3C(=CC=CC=3)C=CC=2P(C2C=CC=CC=2)C2C=CC=CC=2)C=CC=CC=1. (3) Given the product [C:5]([C:4]1[CH:3]=[C:2]([NH:1][C:64]([C:62]2[N:63]=[C:58]3[CH:57]=[CH:56][C:55]([N:54]([CH3:53])[CH3:67])=[CH:60][N:59]3[CH:61]=2)=[O:65])[CH:9]=[CH:8][CH:7]=1)#[N:6], predict the reactants needed to synthesize it. The reactants are: [NH2:1][C:2]1[CH:3]=[C:4]([CH:7]=[CH:8][CH:9]=1)[C:5]#[N:6].CN(C(ON1N=NC2C=CC=NC1=2)=[N+](C)C)C.[F-].FP(F)(F)(F)F.ON1C2N=CC=CC=2N=N1.C(N(C(C)C)CC)(C)C.[CH3:53][N:54]([CH3:67])[C:55]1[CH:56]=[CH:57][C:58]2[N:59]([CH:61]=[C:62]([C:64](O)=[O:65])[N:63]=2)[CH:60]=1. (4) Given the product [ClH:36].[Br:34][C:29]1[CH:30]=[C:31]2[C:26](=[CH:27][CH:28]=1)[CH:25]=[C:24]([S:21]([C:18]1[CH:19]=[CH:20][C:15]([C:14]([CH:11]3[CH2:10][CH2:9][NH:8][CH2:13][CH2:12]3)=[O:35])=[CH:16][CH:17]=1)(=[O:23])=[O:22])[CH:33]=[CH:32]2, predict the reactants needed to synthesize it. The reactants are: C(OC([N:8]1[CH2:13][CH2:12][CH:11]([C:14](=[O:35])[C:15]2[CH:20]=[CH:19][C:18]([S:21]([C:24]3[CH:33]=[CH:32][C:31]4[C:26](=[CH:27][CH:28]=[C:29]([Br:34])[CH:30]=4)[CH:25]=3)(=[O:23])=[O:22])=[CH:17][CH:16]=2)[CH2:10][CH2:9]1)=O)(C)(C)C.[ClH:36]. (5) Given the product [NH:7]1[C:8]2[C:4](=[CH:3][CH:2]=[CH:10][CH:9]=2)[CH:5]=[C:6]1[C:11]([N:14]1[CH2:19][CH2:18][CH2:17][CH2:16][CH2:15]1)=[O:13], predict the reactants needed to synthesize it. The reactants are: F[C:2]1[CH:3]=[C:4]2[C:8](=[CH:9][CH:10]=1)[NH:7][C:6]([C:11]([OH:13])=O)=[CH:5]2.[NH:14]1[CH2:19][CH2:18][CH2:17][CH2:16][CH2:15]1. (6) Given the product [CH3:1][O:2][C:3]1[CH:13]=[N:12][C:11]2[S:10][CH2:9][CH2:8][N:7]([CH2:14][C:15]3[CH:24]=[CH:23][C:18]([C:19]([OH:21])=[O:20])=[CH:17][CH:16]=3)[CH2:6][C:5]=2[CH:4]=1, predict the reactants needed to synthesize it. The reactants are: [CH3:1][O:2][C:3]1[CH:13]=[N:12][C:11]2[S:10][CH2:9][CH2:8][N:7]([CH2:14][C:15]3[CH:24]=[CH:23][C:18]([C:19]([O:21]C)=[O:20])=[CH:17][CH:16]=3)[CH2:6][C:5]=2[CH:4]=1.CO.C1COCC1.[OH-].[Li+]. (7) Given the product [CH3:23][N:8]([CH3:7])[S:9]([C:12]1[CH:13]=[CH:14][C:15]([O:22][CH2:25][C:26]2[CH:31]=[CH:30][CH:29]=[CH:28][CH:27]=2)=[C:16]([CH:21]=1)[C:17]([O:19][CH3:20])=[O:18])(=[O:10])=[O:11], predict the reactants needed to synthesize it. The reactants are: C([O-])([O-])=O.[K+].[K+].[CH3:7][N:8]([CH3:23])[S:9]([C:12]1[CH:13]=[CH:14][C:15]([OH:22])=[C:16]([CH:21]=1)[C:17]([O:19][CH3:20])=[O:18])(=[O:11])=[O:10].Br[CH2:25][C:26]1[CH:31]=[CH:30][CH:29]=[CH:28][CH:27]=1.